Dataset: Reaction yield outcomes from USPTO patents with 853,638 reactions. Task: Predict the reaction yield, written as a fraction of the theoretical maximum amount of product (1.0 means a 100% yield; for example, 0.34 means a 34% yield). (1) The reactants are [Cl:1][C:2]1[CH:7]=[C:6]2[NH:8][C:9](=[O:32])[C:10]3([CH:15]([C:16]4[CH:21]=[CH:20][CH:19]=[C:18]([Cl:22])[CH:17]=4)[CH2:14][C:13](=[O:23])[NH:12][CH:11]3[C:24]3[CH:29]=[C:28]([F:30])[CH:27]=[CH:26][C:25]=3[CH3:31])[C:5]2=[CH:4][CH:3]=1.[CH3:33][O:34][CH:35]([Si:37]([CH3:40])([CH3:39])[CH3:38])[CH3:36].[C:41]([O:45][C:46](=[O:49])[CH2:47]Br)([CH3:44])([CH3:43])[CH3:42].C(=O)([O-])[O-].[Cs+].[Cs+].[NH4+].[Cl-]. The catalyst is CN(C)C=O. The product is [Cl:1][C:2]1[CH:7]=[C:6]2[NH:8][C:9](=[O:32])[C:10]3([CH:15]([C:16]4[CH:21]=[CH:20][CH:19]=[C:18]([Cl:22])[CH:17]=4)[CH2:14][C:13](=[O:23])[N:12]([CH2:47][C:46]([O:45][C:41]([CH3:44])([CH3:43])[CH3:42])=[O:49])[CH:11]3[C:24]3[CH:29]=[C:28]([F:30])[CH:27]=[CH:26][C:25]=3[CH3:31])[C:5]2=[CH:4][CH:3]=1.[CH3:33][O:34][CH:35]([Si:37]([CH3:40])([CH3:39])[CH3:38])[CH3:36]. The yield is 0.487. (2) The reactants are [NH:1]([C:13]([O:15][CH2:16][C:17]1[CH:22]=[CH:21][CH:20]=[CH:19][CH:18]=1)=[O:14])[C@H:2]([C:10](N)=[O:11])[CH2:3][C:4]1[CH:9]=[CH:8][CH:7]=[CH:6][CH:5]=1.[N:23]1C(Cl)=NC(Cl)=N[C:24]=1Cl.O.C(OCC)(=O)C. The catalyst is CN(C=O)C. The product is [NH:1]([C:13]([O:15][CH2:16][C:17]1[CH:22]=[CH:21][CH:20]=[CH:19][CH:18]=1)=[O:14])[C@H:2]([C:10]([C:24]#[N:23])=[O:11])[CH2:3][C:4]1[CH:9]=[CH:8][CH:7]=[CH:6][CH:5]=1. The yield is 0.990. (3) The reactants are O[CH2:2][C:3]1[CH:12]=[CH:11][CH:10]=[C:9]2[C:4]=1[CH2:5][CH2:6][N:7]([C:13]1[NH:22][C:21](=[O:23])[C:20]3[C:15](=[CH:16][C:17]([O:26][CH3:27])=[C:18]([O:24][CH3:25])[CH:19]=3)[N:14]=1)[CH2:8]2.[BrH:28]. No catalyst specified. The product is [Br:28][CH2:2][C:3]1[CH:12]=[CH:11][CH:10]=[C:9]2[C:4]=1[CH2:5][CH2:6][N:7]([C:13]1[NH:22][C:21](=[O:23])[C:20]3[C:15](=[CH:16][C:17]([O:26][CH3:27])=[C:18]([O:24][CH3:25])[CH:19]=3)[N:14]=1)[CH2:8]2. The yield is 0.910. (4) The reactants are [OH:1][C:2]1[CH:18]=[CH:17][C:5]([CH:6]=[C:7]2[C:12](=[O:13])[O:11][C:10]([CH3:15])([CH3:14])[O:9][C:8]2=[O:16])=[CH:4][CH:3]=1.[CH:19]1([Mg]Br)[CH2:21][CH2:20]1. The catalyst is C1COCC1. The product is [CH:19]1([C:6]([C:5]2[CH:4]=[CH:3][C:2]([OH:1])=[CH:18][CH:17]=2)=[C:7]2[C:8](=[O:16])[O:9][C:10]([CH3:15])([CH3:14])[O:11][C:12]2=[O:13])[CH2:21][CH2:20]1. The yield is 0.428. (5) The reactants are [NH2:1][C@@H:2]([CH2:5][CH:6]([CH3:8])[CH3:7])[CH2:3][OH:4].[O:9](C(OC(C)(C)C)=O)[C:10]([O:12][C:13]([CH3:16])([CH3:15])[CH3:14])=O. The catalyst is O1CCCC1. The product is [OH:4][CH2:3][C@@H:2]([NH:1][C:10](=[O:9])[O:12][C:13]([CH3:16])([CH3:15])[CH3:14])[CH2:5][CH:6]([CH3:8])[CH3:7]. The yield is 0.680. (6) The reactants are C(OC([N:8]1[CH2:13][CH2:12][CH2:11][CH:10]([CH2:14][C:15]2[CH:20]=[CH:19][CH:18]=[CH:17][CH:16]=2)[CH2:9]1)=O)(C)(C)C.[ClH:21]. The catalyst is CO.O1CCOCC1. The product is [ClH:21].[CH2:14]([CH:10]1[CH2:11][CH2:12][CH2:13][NH:8][CH2:9]1)[C:15]1[CH:20]=[CH:19][CH:18]=[CH:17][CH:16]=1. The yield is 1.00. (7) The reactants are [NH2:1][C:2]1[S:3][C:4]([C:10]2[CH:15]=[CH:14][N:13]=[CH:12][CH:11]=2)=[CH:5][C:6]=1[C:7](O)=[O:8].[Cl-].[NH4+].Cl.C([N:21]=C=NCCCN(C)C)C.ON1C2C=CC=CC=2N=N1.C(N(CC)CC)C. The catalyst is CN(C=O)C. The product is [NH2:1][C:2]1[S:3][C:4]([C:10]2[CH:15]=[CH:14][N:13]=[CH:12][CH:11]=2)=[CH:5][C:6]=1[C:7]([NH2:21])=[O:8]. The yield is 0.500. (8) The reactants are [C:1]([O:5][C:6]([N:8]1[CH2:12][CH2:11][CH2:10][C@H:9]1[C:13]1[NH:14][C:15]([C:18]2[CH:19]=[N:20][C:21]([C:24]3[CH:29]=[CH:28][C:27]([C:30]4[NH:31][C:32]([C@@H:35]5[CH2:39][CH2:38][CH2:37][N:36]5C(OCC5C=CC=CC=5)=O)=[N:33][CH:34]=4)=[CH:26][CH:25]=3)=[N:22][CH:23]=2)=[CH:16][N:17]=1)=[O:7])([CH3:4])([CH3:3])[CH3:2].C([O-])([O-])=O.[K+].[K+].O. The catalyst is CO.[Pd]. The product is [C:1]([O:5][C:6]([N:8]1[CH2:12][CH2:11][CH2:10][C@H:9]1[C:13]1[NH:14][C:15]([C:18]2[CH:23]=[N:22][C:21]([C:24]3[CH:29]=[CH:28][C:27]([C:30]4[NH:31][C:32]([C@@H:35]5[CH2:39][CH2:38][CH2:37][NH:36]5)=[N:33][CH:34]=4)=[CH:26][CH:25]=3)=[N:20][CH:19]=2)=[CH:16][N:17]=1)=[O:7])([CH3:4])([CH3:2])[CH3:3]. The yield is 0.560. (9) The yield is 0.460. The product is [Br:1][C:2]1[CH:3]=[C:4]2[C:9](=[CH:10][CH:11]=1)[C:8](=[O:12])[N:7]([CH2:13][CH2:14][C:15]1[CH:20]=[CH:19][CH:18]=[CH:17][CH:16]=1)[CH2:6][CH2:5]2. The catalyst is [Br-].C([N+](CCCC)(CCCC)CCCC)CCC.C1(C)C=CC=CC=1.CC(OC)(C)C. The reactants are [Br:1][C:2]1[CH:3]=[C:4]2[C:9](=[CH:10][CH:11]=1)[C:8]([OH:12])=[N:7][CH2:6][CH2:5]2.[CH2:13](Br)[CH2:14][C:15]1[CH:20]=[CH:19][CH:18]=[CH:17][CH:16]=1.[OH-].[Na+]. (10) The reactants are C(O)(C(F)(F)F)=O.[Cl:8][C:9]1[CH:28]=[CH:27][C:12]([CH2:13][CH:14]([CH2:19][C:20]([O:22]C(C)(C)C)=[O:21])[C:15]([O:17][CH3:18])=[O:16])=[CH:11][CH:10]=1. The catalyst is C(Cl)Cl. The product is [Cl:8][C:9]1[CH:10]=[CH:11][C:12]([CH2:13][CH:14]([C:15]([O:17][CH3:18])=[O:16])[CH2:19][C:20]([OH:22])=[O:21])=[CH:27][CH:28]=1. The yield is 0.950.